Dataset: Catalyst prediction with 721,799 reactions and 888 catalyst types from USPTO. Task: Predict which catalyst facilitates the given reaction. (1) Reactant: [CH2:1]([N:3]1[C:7]2[CH:8]=[CH:9][C:10]([C:12]([OH:14])=O)=[CH:11][C:6]=2[N:5]=[C:4]1[NH:15][C:16]1[S:17][C:18]2[CH:24]=[C:23]([C:25]([F:28])([F:27])[F:26])[CH:22]=[CH:21][C:19]=2[N:20]=1)[CH3:2].[CH2:29]([NH2:31])[CH3:30].CN(C(ON1N=NC2C=CC=CC1=2)=[N+](C)C)C.F[P-](F)(F)(F)(F)F.CCN(C(C)C)C(C)C. Product: [CH2:29]([NH:31][C:12]([C:10]1[CH:9]=[CH:8][C:7]2[N:3]([CH2:1][CH3:2])[C:4]([NH:15][C:16]3[S:17][C:18]4[CH:24]=[C:23]([C:25]([F:28])([F:27])[F:26])[CH:22]=[CH:21][C:19]=4[N:20]=3)=[N:5][C:6]=2[CH:11]=1)=[O:14])[CH3:30]. The catalyst class is: 3. (2) Reactant: OC(C(F)(F)F)=O.[CH:8]([N:11]1[C:15]([C:16]2[S:17][C:18]3[CH2:19][CH2:20][O:21][C:22]4[CH:29]=[C:28]([CH:30]5[CH2:35][CH2:34][NH:33][CH2:32][CH2:31]5)[CH:27]=[CH:26][C:23]=4[C:24]=3[N:25]=2)=[N:14][CH:13]=[N:12]1)([CH3:10])[CH3:9].C(=O)([O-])[O-].[K+].[K+].Br[CH2:43][C:44]([NH:46][CH3:47])=[O:45]. Product: [CH:8]([N:11]1[C:15]([C:16]2[S:17][C:18]3[CH2:19][CH2:20][O:21][C:22]4[CH:29]=[C:28]([CH:30]5[CH2:35][CH2:34][N:33]([CH2:43][C:44]([NH:46][CH3:47])=[O:45])[CH2:32][CH2:31]5)[CH:27]=[CH:26][C:23]=4[C:24]=3[N:25]=2)=[N:14][CH:13]=[N:12]1)([CH3:10])[CH3:9]. The catalyst class is: 677. (3) Reactant: [F:1][C:2]1[CH:7]=[CH:6][C:5]([O:8][CH3:9])=[C:4]([O:10][CH3:11])[CH:3]=1.[Li]CCCC.Cl.C[CH2:19][O:20]C(C)=O. Product: [F:1][C:2]1[C:3]([CH:19]=[O:20])=[C:4]([O:10][CH3:11])[C:5]([O:8][CH3:9])=[CH:6][CH:7]=1. The catalyst class is: 1. (4) Reactant: [CH3:1][C:2]1[CH:7]=[CH:6][C:5]([CH2:8][CH2:9][N:10]([C:13]2[CH:18]=[CH:17][C:16]([CH3:19])=[CH:15][CH:14]=2)[N:11]=O)=[CH:4][N:3]=1.[H-].[H-].[H-].[H-].[Li+].[Al+3]. Product: [CH3:1][C:2]1[N:3]=[CH:4][C:5]([CH2:8][CH2:9][N:10]([C:13]2[CH:14]=[CH:15][C:16]([CH3:19])=[CH:17][CH:18]=2)[NH2:11])=[CH:6][CH:7]=1. The catalyst class is: 1.